Task: Predict the reactants needed to synthesize the given product.. Dataset: Full USPTO retrosynthesis dataset with 1.9M reactions from patents (1976-2016) (1) Given the product [C:1]([C:3]1[CH:4]=[C:5]([CH:29]=[CH:30][C:31]=1[O:32][CH:33]([CH3:35])[CH3:34])[CH2:6][O:7][C:8]1[CH:16]=[CH:15][C:14]2[N:13]3[CH2:17][CH2:18][CH:19]([CH2:20][C:21]([OH:23])=[O:22])[C:12]3=[C:11]([CH3:28])[C:10]=2[CH:9]=1)#[N:2], predict the reactants needed to synthesize it. The reactants are: [C:1]([C:3]1[CH:4]=[C:5]([CH:29]=[CH:30][C:31]=1[O:32][CH:33]([CH3:35])[CH3:34])[CH2:6][O:7][C:8]1[CH:16]=[CH:15][C:14]2[N:13]3[CH2:17][CH2:18][CH:19]([CH2:20][C:21]([O:23]C(C)(C)C)=[O:22])[C:12]3=[C:11]([CH3:28])[C:10]=2[CH:9]=1)#[N:2].C(S)[C@H](N)C(O)=O.C(O)(C(F)(F)F)=O. (2) Given the product [F:1][C:2]1[CH:7]=[CH:6][C:5]([C@@H:8]2[CH2:13][CH2:12][O:11][CH2:10][C@H:9]2[C:14]([O:16][CH3:17])=[O:15])=[CH:4][CH:3]=1, predict the reactants needed to synthesize it. The reactants are: [F:1][C:2]1[CH:7]=[CH:6][C:5]([CH:8]2[CH2:13][CH2:12][O:11][CH2:10][CH:9]2[C:14]([O:16][CH3:17])=[O:15])=[CH:4][CH:3]=1.C[O-].[Na+]. (3) The reactants are: [N+](C1C=C(S(OC[C@]2(C)CO2)(=O)=O)C=CC=1)([O-])=O.[CH3:19][C@@:20]1([CH2:23][O:24][C:25]2[CH:30]=[CH:29][CH:28]=[CH:27][C:26]=2[CH2:31][C:32]#[N:33])[CH2:22][O:21]1.C([O-])([O-])=O.[Cs+].[Cs+].[Cl:40][C:41]1[CH:54]=[CH:53][C:44]([CH2:45][N:46]2[CH2:51][CH2:50][CH:49]([NH2:52])[CH2:48][CH2:47]2)=[CH:43][CH:42]=1. Given the product [Cl:40][C:41]1[CH:42]=[CH:43][C:44]([CH2:45][N:46]2[CH2:47][CH2:48][CH:49]([NH:52][CH2:22][C@@:20]([OH:21])([CH3:19])[CH2:23][O:24][C:25]3[CH:30]=[CH:29][CH:28]=[CH:27][C:26]=3[CH2:31][C:32]#[N:33])[CH2:50][CH2:51]2)=[CH:53][CH:54]=1, predict the reactants needed to synthesize it. (4) Given the product [CH3:5][N:6]([CH3:8])[NH:7][C:11]([C:13]1[O:17][N:16]=[C:15]([O:18][CH2:19][C:20]2[C:21]([C:26]3[CH:31]=[CH:30][CH:29]=[CH:28][CH:27]=3)=[N:22][O:23][C:24]=2[CH3:25])[CH:14]=1)=[O:10], predict the reactants needed to synthesize it. The reactants are: C[Al](C)C.[CH3:5][N:6]([CH3:8])[NH2:7].C[O:10][C:11]([C:13]1[O:17][N:16]=[C:15]([O:18][CH2:19][C:20]2[C:21]([C:26]3[CH:31]=[CH:30][CH:29]=[CH:28][CH:27]=3)=[N:22][O:23][C:24]=2[CH3:25])[CH:14]=1)=O.[C@H](O)(C([O-])=O)[C@@H](O)C([O-])=O.[Na+].[K+]. (5) Given the product [CH3:1][N:2]1[C:6]2[CH:7]=[CH:8][CH:9]=[CH:10][C:5]=2[N:4]=[C:3]1[N:11]([CH2:22][C:23]1[CH:28]=[CH:27][CH:26]=[C:25]([C:29]([F:30])([F:31])[F:32])[CH:24]=1)[S:12]([C:15]1[CH:20]=[CH:19][CH:18]=[CH:17][CH:16]=1)(=[O:13])=[O:14], predict the reactants needed to synthesize it. The reactants are: [CH3:1][N:2]1[C:6]2[CH:7]=[CH:8][CH:9]=[CH:10][C:5]=2[N:4]=[C:3]1[NH:11][S:12]([C:15]1[CH:20]=[CH:19][CH:18]=[CH:17][CH:16]=1)(=[O:14])=[O:13].Br[CH2:22][C:23]1[CH:28]=[CH:27][CH:26]=[C:25]([C:29]([F:32])([F:31])[F:30])[CH:24]=1.C(=O)([O-])[O-].[K+].[K+]. (6) Given the product [NH2:38][C:9]1[N:8]([CH2:1][C:2]2[CH:7]=[CH:6][CH:5]=[CH:4][CH:3]=2)[C:12](=[O:13])[C:11]2([C:22]3[C:17](=[CH:18][CH:19]=[C:20]([Br:23])[CH:21]=3)[O:16][CH:15]([C:2]3[CH:7]=[CH:6][CH:5]=[CH:4][CH:3]=3)[CH2:14]2)[N:10]=1, predict the reactants needed to synthesize it. The reactants are: [CH2:1]([N:8]1[C:12](=[O:13])[C:11]2([C:22]3[C:17](=[CH:18][CH:19]=[C:20]([Br:23])[CH:21]=3)[O:16][CH:15](C3C=CC=CC=3)[CH2:14]2)[N:10]=[C:9]1SCC1C=CC=CC=1)[C:2]1[CH:7]=[CH:6][CH:5]=[CH:4][CH:3]=1.[NH4+:38].[I-].N.CO. (7) Given the product [C:37]([O:17][C:6]1([C:5]2[CH:18]=[CH:19][C:20]([CH:22]([CH3:24])[CH3:23])=[CH:21][C:4]=2[O:3][C:25](=[O:28])[CH3:26])[C:7](=[O:16])[C:8]2[C:13](=[CH:12][CH:11]=[C:10]([O:14][CH3:15])[CH:9]=2)[C:2]1=[O:1])(=[O:38])[CH3:36], predict the reactants needed to synthesize it. The reactants are: [OH:1][C:2]12[C:13]3[C:8](=[CH:9][C:10]([O:14][CH3:15])=[CH:11][CH:12]=3)[C:7](=[O:16])[C:6]1([OH:17])[C:5]1[CH:18]=[CH:19][C:20]([CH:22]([CH3:24])[CH3:23])=[CH:21][C:4]=1[O:3]2.[C:25]([OH:28])(=O)[CH3:26].N1C=CC=CC=1.C1C[O:38][CH2:37][CH2:36]1.